Dataset: Forward reaction prediction with 1.9M reactions from USPTO patents (1976-2016). Task: Predict the product of the given reaction. (1) Given the reactants [C:1]([O:5][C:6](=[O:24])[NH:7][C:8]1[CH:13]=[C:12]([N:14]([CH3:18])[CH2:15][CH2:16][CH3:17])[C:11]([C:19]#[N:20])=[CH:10][C:9]=1[N+:21]([O-])=O)([CH3:4])([CH3:3])[CH3:2].O.O.Cl[Sn]Cl, predict the reaction product. The product is: [C:1]([O:5][C:6](=[O:24])[NH:7][C:8]1[CH:13]=[C:12]([N:14]([CH3:18])[CH2:15][CH2:16][CH3:17])[C:11]([C:19]#[N:20])=[CH:10][C:9]=1[NH2:21])([CH3:2])([CH3:3])[CH3:4]. (2) Given the reactants [OH:1][C@H:2]([CH3:20])[C@H:3]([NH:7][C:8](=[O:19])[CH2:9][N:10]1[CH2:13][C:12]2([CH2:17][CH2:16][CH2:15][NH:14]2)[C:11]1=[O:18])[C:4]([NH2:6])=[O:5].C1C=CC2N([OH:30])N=NC=2C=1.CC[N:33]=[C:34]=[N:35][CH2:36][CH2:37]CN(C)C.Cl.CC[N:45]([CH:49](C)C)C(C)C, predict the reaction product. The product is: [OH:1][C@H:2]([CH3:20])[C@H:3]([NH:7][C:8](=[O:19])[CH2:9][N:10]1[CH2:13][C:12]2([CH2:17][CH2:16][CH2:15][N:14]2[C:37]([C:36]2[N:45]([CH3:49])[N:33]=[CH:34][N:35]=2)=[O:30])[C:11]1=[O:18])[C:4]([NH2:6])=[O:5]. (3) Given the reactants [NH2:1][C@H:2]1[CH2:7][CH2:6][C@H:5]([NH:8][C:9]([C:11]2[C:15]3[N:16]=[CH:17][N:18]=[C:19]([C:20]4[CH:25]=[C:24]([F:26])[C:23]([O:27][CH3:28])=[CH:22][C:21]=4[O:29][CH2:30][CH:31]4[CH2:33][CH2:32]4)[C:14]=3[NH:13][CH:12]=2)=[O:10])[CH2:4][CH2:3]1.Cl[C:35]([C:37]1([O:40]C(=O)C)[CH2:39][CH2:38]1)=[O:36], predict the reaction product. The product is: [OH:40][C:37]1([C:35]([NH:1][C@H:2]2[CH2:7][CH2:6][C@H:5]([NH:8][C:9]([C:11]3[C:15]4[N:16]=[CH:17][N:18]=[C:19]([C:20]5[CH:25]=[C:24]([F:26])[C:23]([O:27][CH3:28])=[CH:22][C:21]=5[O:29][CH2:30][CH:31]5[CH2:33][CH2:32]5)[C:14]=4[NH:13][CH:12]=3)=[O:10])[CH2:4][CH2:3]2)=[O:36])[CH2:39][CH2:38]1. (4) Given the reactants F.F.F.C(N(CC)CC)C.[Si](OCCOC1C=C(F)C([C:28]2[NH:37][C:36](=[O:38])[C:35]3[C:30](=[CH:31][C:32]([O:41][CH3:42])=[CH:33][C:34]=3[O:39][CH3:40])[N:29]=2)=NC=1)(C(C)(C)C)(C)C, predict the reaction product. The product is: [CH3:40][O:39][C:34]1[CH:33]=[C:32]([O:41][CH3:42])[CH:31]=[C:30]2[C:35]=1[C:36](=[O:38])[NH:37][CH:28]=[N:29]2.